From a dataset of Forward reaction prediction with 1.9M reactions from USPTO patents (1976-2016). Predict the product of the given reaction. (1) Given the reactants [CH:1]1([C:4]2[NH:5][C:6]([C:25]3[CH:30]=[CH:29][C:28]([F:31])=[CH:27][C:26]=3[F:32])=[C:7]([C:9]3[N:14]=[C:13]4[O:15][C:16]([NH:18][C@@H:19]([CH3:24])[CH2:20][CH2:21][O:22][CH3:23])=[N:17][C:12]4=[CH:11][CH:10]=3)[N:8]=2)[CH2:3][CH2:2]1.[CH3:33][S:34]([OH:37])(=[O:36])=[O:35], predict the reaction product. The product is: [CH3:33][S:34]([OH:37])(=[O:36])=[O:35].[CH:1]1([C:4]2[NH:5][C:6]([C:25]3[CH:30]=[CH:29][C:28]([F:31])=[CH:27][C:26]=3[F:32])=[C:7]([C:9]3[N:14]=[C:13]4[O:15][C:16]([NH:18][C@@H:19]([CH3:24])[CH2:20][CH2:21][O:22][CH3:23])=[N:17][C:12]4=[CH:11][CH:10]=3)[N:8]=2)[CH2:3][CH2:2]1. (2) Given the reactants [F:1][C:2]1[CH:29]=[CH:28][C:5]([CH2:6][N:7]2[CH2:11][CH2:10][CH:9]([N:12]3[CH2:17][CH2:16][C@@H:15]([C:18]4[CH:23]=[CH:22][C:21]([O:24][CH3:25])=[CH:20][CH:19]=4)[C@H:14](O)[CH2:13]3)[C:8]2=[O:27])=[CH:4][CH:3]=1.CCN(S(F)(F)[F:36])CC, predict the reaction product. The product is: [F:36][C@H:14]1[C@H:15]([C:18]2[CH:19]=[CH:20][C:21]([O:24][CH3:25])=[CH:22][CH:23]=2)[CH2:16][CH2:17][N:12]([CH:9]2[CH2:10][CH2:11][N:7]([CH2:6][C:5]3[CH:28]=[CH:29][C:2]([F:1])=[CH:3][CH:4]=3)[C:8]2=[O:27])[CH2:13]1. (3) Given the reactants [NH2:1][CH:2]1[CH2:5][N:4]([C:6]([C:8]2[CH:9]=[C:10]([CH:23]=[CH:24][C:25]=2[F:26])[CH2:11][C:12]2[C:21]3[C:16](=[CH:17][CH:18]=[CH:19][CH:20]=3)[C:15](=[O:22])[NH:14][N:13]=2)=[O:7])[CH2:3]1.[CH:27](=O)[C:28]([CH3:31])([CH3:30])[CH3:29].C(O[BH-](OC(=O)C)OC(=O)C)(=O)C.[Na+], predict the reaction product. The product is: [F:26][C:25]1[CH:24]=[CH:23][C:10]([CH2:11][C:12]2[C:21]3[C:16](=[CH:17][CH:18]=[CH:19][CH:20]=3)[C:15](=[O:22])[NH:14][N:13]=2)=[CH:9][C:8]=1[C:6]([N:4]1[CH2:3][CH:2]([NH:1][CH2:27][C:28]([CH3:31])([CH3:30])[CH3:29])[CH2:5]1)=[O:7].